Dataset: Forward reaction prediction with 1.9M reactions from USPTO patents (1976-2016). Task: Predict the product of the given reaction. (1) Given the reactants CC1([C:8](NC(=O)OC2C=CC=CC=2)=[O:9])C=CC=CN1.[CH3:20][C:21]1[N:26]=[C:25]([C:27]([NH2:29])=[O:28])[CH:24]=[CH:23][CH:22]=1.Cl.[NH:31]1[CH2:36][CH2:35][C:34](=[CH:37][C:38]2[CH:39]=[C:40]([CH:52]=[CH:53][CH:54]=2)[O:41][C:42]2[CH:47]=[CH:46][C:45]([C:48]([F:51])([F:50])[F:49])=[CH:44][N:43]=2)[CH2:33][CH2:32]1.C(N(C(C)C)CC)(C)C, predict the reaction product. The product is: [CH3:20][C:21]1[N:26]=[C:25]([C:27]([NH:29][C:8]([N:31]2[CH2:36][CH2:35][C:34](=[CH:37][C:38]3[CH:54]=[CH:53][CH:52]=[C:40]([O:41][C:42]4[CH:47]=[CH:46][C:45]([C:48]([F:51])([F:49])[F:50])=[CH:44][N:43]=4)[CH:39]=3)[CH2:33][CH2:32]2)=[O:9])=[O:28])[CH:24]=[CH:23][CH:22]=1. (2) The product is: [CH2:1]([N:8]1[C:16]2[C:11](=[CH:12][C:13]([NH:17][C:18]3[N:19]=[CH:20][N:21]=[C:22]([NH:34][C:35]4[CH:36]=[C:37]([NH:41][C:42](=[O:45])[CH:43]=[CH2:44])[CH:38]=[CH:39][CH:40]=4)[N:23]=3)=[CH:14][CH:15]=2)[CH:10]=[N:9]1)[C:2]1[CH:7]=[CH:6][CH:5]=[CH:4][CH:3]=1. Given the reactants [CH2:1]([N:8]1[C:16]2[C:11](=[CH:12][C:13]([NH:17][C:18]3[N:23]=[C:22](Cl)[N:21]=[CH:20][N:19]=3)=[CH:14][CH:15]=2)[CH:10]=[N:9]1)[C:2]1[CH:7]=[CH:6][CH:5]=[CH:4][CH:3]=1.CCN(C(C)C)C(C)C.[NH2:34][C:35]1[CH:36]=[C:37]([NH:41][C:42](=[O:45])[CH:43]=[CH2:44])[CH:38]=[CH:39][CH:40]=1, predict the reaction product. (3) Given the reactants CCN(C(C)C)C(C)C.[F:10][C:11]([F:28])([F:27])[O:12][C:13]1[CH:14]=[C:15]2[C:20](=[CH:21][CH:22]=1)[O:19][C:18](=[O:23])[C:17]([C:24]([OH:26])=O)=[CH:16]2.CN(C(ON1N=NC2C=CC=NC1=2)=[N+](C)C)C.F[P-](F)(F)(F)(F)F.[N:53]1[C:54]([C:62]2[CH:63]=[C:64]([NH2:68])[CH:65]=[CH:66][CH:67]=2)=[CH:55][N:56]2[CH:61]=[CH:60][CH:59]=[CH:58][C:57]=12, predict the reaction product. The product is: [N:53]1[C:54]([C:62]2[CH:63]=[C:64]([NH:68][C:24]([C:17]3[C:18](=[O:23])[O:19][C:20]4[C:15]([CH:16]=3)=[CH:14][C:13]([O:12][C:11]([F:10])([F:28])[F:27])=[CH:22][CH:21]=4)=[O:26])[CH:65]=[CH:66][CH:67]=2)=[CH:55][N:56]2[CH:61]=[CH:60][CH:59]=[CH:58][C:57]=12. (4) Given the reactants [Cl:1][C:2]1[C:10](B2OC(C)(C)C(C)(C)O2)=[CH:9][CH:8]=[C:7]2[C:3]=1[CH2:4][C:5](=[O:21])[N:6]2[CH3:20].Br[C:23]1[CH:24]=[N:25][CH:26]=[C:27]([O:29][CH2:30][CH3:31])[CH:28]=1.COCCOC.C(=O)([O-])[O-].[Na+].[Na+], predict the reaction product. The product is: [Cl:1][C:2]1[C:10]([C:23]2[CH:24]=[N:25][CH:26]=[C:27]([O:29][CH2:30][CH3:31])[CH:28]=2)=[CH:9][CH:8]=[C:7]2[C:3]=1[CH2:4][C:5](=[O:21])[N:6]2[CH3:20]. (5) Given the reactants [Cl:1][C:2]1[C:3]([O:17]C)=[C:4]([C:13]([O:15]C)=[O:14])[C:5]2[O:9][C:8]([CH2:10][CH3:11])=[CH:7][C:6]=2[CH:12]=1.B(Br)(Br)Br, predict the reaction product. The product is: [Cl:1][C:2]1[C:3]([OH:17])=[C:4]([C:13]([OH:15])=[O:14])[C:5]2[O:9][C:8]([CH2:10][CH3:11])=[CH:7][C:6]=2[CH:12]=1.